This data is from Forward reaction prediction with 1.9M reactions from USPTO patents (1976-2016). The task is: Predict the product of the given reaction. (1) Given the reactants [CH2:1]([O:5][CH2:6][CH2:7][O:8][C:9]1[CH:14]=[CH:13][C:12]([C:15]2[CH:16]=[CH:17][C:18]3[N:24]([CH2:25][CH:26]([CH3:28])[CH3:27])[CH2:23][CH2:22][C:21]([C:29]([NH:31][C:32]4[CH:37]=[CH:36][C:35]([S:38][CH2:39][C:40]5[C:41]([O:46][CH3:47])=[N:42][CH:43]=[CH:44][CH:45]=5)=[CH:34][CH:33]=4)=[O:30])=[CH:20][C:19]=3[CH:48]=2)=[CH:11][CH:10]=1)[CH2:2][CH2:3][CH3:4].ClC1C=CC=C(C(OO)=[O:57])C=1.S([O-])([O-])(=O)=S.[Na+].[Na+], predict the reaction product. The product is: [CH2:1]([O:5][CH2:6][CH2:7][O:8][C:9]1[CH:10]=[CH:11][C:12]([C:15]2[CH:16]=[CH:17][C:18]3[N:24]([CH2:25][CH:26]([CH3:27])[CH3:28])[CH2:23][CH2:22][C:21]([C:29]([NH:31][C:32]4[CH:33]=[CH:34][C:35]([S:38]([CH2:39][C:40]5[C:41]([O:46][CH3:47])=[N:42][CH:43]=[CH:44][CH:45]=5)=[O:57])=[CH:36][CH:37]=4)=[O:30])=[CH:20][C:19]=3[CH:48]=2)=[CH:13][CH:14]=1)[CH2:2][CH2:3][CH3:4]. (2) Given the reactants [Cl:1][C:2]1[C:33]([Cl:34])=[CH:32][CH:31]=[CH:30][C:3]=1[O:4][CH2:5][C:6]1[N:7]=[CH:8][N:9](C(C2C=CC=CC=2)(C2C=CC=CC=2)C2C=CC=CC=2)[CH:10]=1.Cl, predict the reaction product. The product is: [Cl:1][C:2]1[C:33]([Cl:34])=[CH:32][CH:31]=[CH:30][C:3]=1[O:4][CH2:5][C:6]1[N:7]=[CH:8][NH:9][CH:10]=1. (3) Given the reactants [F:1][C:2]([F:35])([F:34])[C:3]1[CH:4]=[C:5]([CH:27]=[C:28]([C:30]([F:33])([F:32])[F:31])[CH:29]=1)[CH2:6][N:7]1[CH2:14][CH2:13][CH2:12][O:11][C:10]2[N+:15]([O-])=[CH:16][CH:17]=[C:18]([C:19]3[CH:24]=[CH:23][CH:22]=[CH:21][CH:20]=3)[C:9]=2[C:8]1=[O:26].P(Cl)(Cl)([Cl:38])=O, predict the reaction product. The product is: [F:1][C:2]([F:35])([F:34])[C:3]1[CH:4]=[C:5]([CH:27]=[C:28]([C:30]([F:33])([F:32])[F:31])[CH:29]=1)[CH2:6][N:7]1[CH2:14][CH2:13][CH2:12][O:11][C:10]2[N:15]=[C:16]([Cl:38])[CH:17]=[C:18]([C:19]3[CH:24]=[CH:23][CH:22]=[CH:21][CH:20]=3)[C:9]=2[C:8]1=[O:26]. (4) Given the reactants [C:1]([C:4]1[CH:26]=[CH:25][C:7]2[NH:8][C:9](=[C:11]([C:15]3[N:20]=[C:19]([C:21]([F:24])([F:23])[F:22])[CH:18]=[CH:17][N:16]=3)[C:12]([NH2:14])=[O:13])[NH:10][C:6]=2[CH:5]=1)([OH:3])=O.CCN(C(C)C)C(C)C.CN(C(ON1N=NC2C=CC=CC1=2)=[N+](C)C)C.F[P-](F)(F)(F)(F)F.[N:60]1([CH2:66][CH2:67][CH2:68][NH2:69])[CH2:65][CH2:64][O:63][CH2:62][CH2:61]1.[ClH:70], predict the reaction product. The product is: [ClH:70].[N:60]1([CH2:66][CH2:67][CH2:68][NH:69][C:1]([C:4]2[CH:26]=[CH:25][C:7]3[NH:8][C:9](=[C:11]([C:15]4[N:20]=[C:19]([C:21]([F:24])([F:23])[F:22])[CH:18]=[CH:17][N:16]=4)[C:12]([NH2:14])=[O:13])[NH:10][C:6]=3[CH:5]=2)=[O:3])[CH2:65][CH2:64][O:63][CH2:62][CH2:61]1. (5) Given the reactants [CH3:1][C:2]([CH3:15])([CH3:14])[C:3]([O:5][NH:6][C:7]([O:9][C:10]([CH3:13])([CH3:12])[CH3:11])=[O:8])=[O:4].[H-].[Na+].[O:18]1[C:22]2[CH:23]=[CH:24][CH:25]=[CH:26][C:21]=2[CH:20]=[C:19]1[S:27](Cl)(=[O:29])=[O:28], predict the reaction product. The product is: [CH3:1][C:2]([CH3:15])([CH3:14])[C:3]([O:5][N:6]([C:7]([O:9][C:10]([CH3:13])([CH3:12])[CH3:11])=[O:8])[S:27]([C:19]1[O:18][C:22]2[CH:23]=[CH:24][CH:25]=[CH:26][C:21]=2[CH:20]=1)(=[O:28])=[O:29])=[O:4]. (6) Given the reactants [CH3:1][S:2]([N:5]1[C:9]2=[N:10][CH:11]=[CH:12][CH:13]=[C:8]2[C:7]([CH2:14][C:15]#[N:16])=[CH:6]1)(=[O:4])=[O:3].[CH2:17](N)[CH2:18][NH2:19], predict the reaction product. The product is: [OH-:3].[NH4+:5].[NH:16]1[CH2:17][CH:18]=[N:19][CH:15]1[CH2:14][C:7]1[C:8]2[C:9](=[N:10][CH:11]=[CH:12][CH:13]=2)[N:5]([S:2]([CH3:1])(=[O:3])=[O:4])[CH:6]=1. (7) Given the reactants [F:1][C:2]1[CH:7]=[CH:6][C:5]([O:8][C:9](=[O:25])[N:10]([C@@H:12]2[C@@H:16]([C:17]3[CH:22]=[CH:21][C:20]([Cl:23])=[C:19]([Cl:24])[CH:18]=3)[CH2:15][NH:14][CH2:13]2)[CH3:11])=[CH:4][CH:3]=1.[Cl:26][C:27]1[N:32]=[N:31][C:30]([N:33]2[CH2:38][CH2:37][CH:36]([C:39](O)=[O:40])[CH2:35][CH2:34]2)=[CH:29][CH:28]=1, predict the reaction product. The product is: [F:1][C:2]1[CH:7]=[CH:6][C:5]([O:8][C:9](=[O:25])[N:10]([C@@H:12]2[C@@H:16]([C:17]3[CH:22]=[CH:21][C:20]([Cl:23])=[C:19]([Cl:24])[CH:18]=3)[CH2:15][N:14]([C:39]([CH:36]3[CH2:37][CH2:38][N:33]([C:30]4[N:31]=[N:32][C:27]([Cl:26])=[CH:28][CH:29]=4)[CH2:34][CH2:35]3)=[O:40])[CH2:13]2)[CH3:11])=[CH:4][CH:3]=1. (8) Given the reactants C[Al](C)C.C([O:7][C:8]([C:10]1[C:11]2[N:12]=[CH:13][CH:14]=[N:15][C:16]=2[C:17]([C:20]2[CH:25]=[C:24]([O:26][CH3:27])[CH:23]=[C:22]([O:28][CH3:29])[CH:21]=2)=[CH:18][CH:19]=1)=O)C.[CH2:30]([N:32]1[CH2:37][CH2:36][N:35]([CH2:38][C:39]2[CH:40]=[CH:41][C:42]([NH2:45])=[N:43][CH:44]=2)[CH2:34][CH2:33]1)[CH3:31].O, predict the reaction product. The product is: [CH2:30]([N:32]1[CH2:33][CH2:34][N:35]([CH2:38][C:39]2[CH:40]=[CH:41][C:42]([NH:45][C:8]([C:10]3[C:11]4[N:12]=[CH:13][CH:14]=[N:15][C:16]=4[C:17]([C:20]4[CH:21]=[C:22]([O:28][CH3:29])[CH:23]=[C:24]([O:26][CH3:27])[CH:25]=4)=[CH:18][CH:19]=3)=[O:7])=[N:43][CH:44]=2)[CH2:36][CH2:37]1)[CH3:31].